This data is from Full USPTO retrosynthesis dataset with 1.9M reactions from patents (1976-2016). The task is: Predict the reactants needed to synthesize the given product. (1) Given the product [Cl:1][C:2]1[CH:3]=[CH:4][C:5]([C:8]2[N:17]=[CH:16][CH:15]=[CH:14][C:9]=2[C:10]([OH:12])=[O:11])=[CH:6][CH:7]=1, predict the reactants needed to synthesize it. The reactants are: [Cl:1][C:2]1[CH:7]=[CH:6][C:5]([C:8]2[N:17]=[CH:16][CH:15]=[CH:14][C:9]=2[C:10]([O:12]C)=[O:11])=[CH:4][CH:3]=1.[OH-].[Na+].Cl. (2) Given the product [F:11][C:10]([F:13])([F:12])[C:8]([OH:14])=[O:9].[CH2:42]1[C:40]2([CH2:43][CH2:44][NH:45][CH2:46][C@@H:39]2[O:38][C:36]2[N:37]=[C:32]([C:20]3[C:19]4[C:23](=[CH:24][CH:25]=[C:17]([C:15]#[N:16])[CH:18]=4)[NH:22][N:21]=3)[CH:33]=[N:34][CH:35]=2)[CH2:41]1, predict the reactants needed to synthesize it. The reactants are: C([SiH](CC)CC)C.[C:8]([OH:14])([C:10]([F:13])([F:12])[F:11])=[O:9].[C:15]([C:17]1[CH:18]=[C:19]2[C:23](=[CH:24][CH:25]=1)[N:22](C1CCCCO1)[N:21]=[C:20]2[C:32]1[N:37]=[C:36]([O:38][C@H:39]2[CH2:46][N:45](C(OC(C)(C)C)=O)[CH2:44][CH2:43][C:40]32[CH2:42][CH2:41]3)[CH:35]=[N:34][CH:33]=1)#[N:16]. (3) Given the product [Cl:1][C:2]1[CH:3]=[C:4]([CH2:24][CH3:25])[CH:5]=[C:6]2[C:10]=1[C:9](=[O:11])[N:8]([CH2:12][C:13]1[CH:14]=[CH:15][C:16]([O:19][C:20]([F:23])([F:21])[F:22])=[CH:17][CH:18]=1)[CH2:7]2, predict the reactants needed to synthesize it. The reactants are: [Cl:1][C:2]1[CH:3]=[C:4]([C:24]#[CH:25])[CH:5]=[C:6]2[C:10]=1[C:9](=[O:11])[N:8]([CH2:12][C:13]1[CH:18]=[CH:17][C:16]([O:19][C:20]([F:23])([F:22])[F:21])=[CH:15][CH:14]=1)[CH2:7]2.[H][H]. (4) Given the product [Cl:91][C:88]1[CH:87]=[CH:86][C:85]([CH2:63][N:64]2[CH:73]([C:74]3[CH:79]=[CH:78][C:77]([Cl:80])=[CH:76][CH:75]=3)[CH:72]([C:81]([OH:83])=[O:82])[C:71]3[C:66](=[CH:67][CH:68]=[CH:69][CH:70]=3)[C:65]2=[O:84])=[CH:90][CH:89]=1, predict the reactants needed to synthesize it. The reactants are: ClC1C=CC(N2C(C3C=CC(Cl)=CC=3)C(C(O)=O)C3C(=CC=CC=3)C2=O)=CC=1.ClC1C=CC(CN2C(C3C4C(=CC=CC=4)NC=3)C(C(O)=O)C3C(=CC=CC=3)C2=O)=CC=1.C([CH:63]([C:85]1[CH:90]=[CH:89][C:88]([Cl:91])=[CH:87][CH:86]=1)[N:64]1[CH:73]([C:74]2[CH:79]=[CH:78][C:77]([Cl:80])=[CH:76][CH:75]=2)[CH:72]([C:81]([OH:83])=[O:82])[C:71]2[C:66](=[CH:67][CH:68]=[CH:69][CH:70]=2)[C:65]1=[O:84])(O)=O.ClC1C=CC(CN2C(C3C=NC4C(C=3)=CC=CC=4)C(C(O)=O)C3C(=CC=CC=3)C2=O)=CC=1. (5) Given the product [Br:1][C:2]1[CH:3]=[C:4]2[C:20]([C:21]3[CH:26]=[CH:25][CH:24]=[CH:23][CH:22]=3)=[C:19]([C:17]3[CH:18]=[CH:14][NH:15][CH:16]=3)[NH:8][C:5]2=[N:6][CH:7]=1, predict the reactants needed to synthesize it. The reactants are: [Br:1][C:2]1[CH:3]=[CH:4][C:5]([NH:8]N)=[N:6][CH:7]=1.COC([C:14]1[NH:15][CH:16]=[C:17]([C:19](=O)[CH2:20][C:21]2[CH:26]=[CH:25][CH:24]=[CH:23][CH:22]=2)[CH:18]=1)=O.